Predict the reactants needed to synthesize the given product. From a dataset of Full USPTO retrosynthesis dataset with 1.9M reactions from patents (1976-2016). (1) Given the product [Cl:19][C:15]1[C:16]2[NH:17][C:9]([C:6]3[CH:7]=[CH:8][C:3]([O:2][CH3:1])=[CH:4][CH:5]=3)=[CH:10][C:11]=2[N:12]=[CH:13][N:14]=1, predict the reactants needed to synthesize it. The reactants are: [CH3:1][O:2][C:3]1[CH:8]=[CH:7][C:6]([C:9]2[NH:17][C:16]3[C:15](O)=[N:14][CH:13]=[N:12][C:11]=3[CH:10]=2)=[CH:5][CH:4]=1.[Cl:19]CCCl.P(Cl)(Cl)(Cl)=O.N. (2) Given the product [CH3:1][C@@H:2]1[NH:3][C:4]2[C:9](=[CH:8][CH:7]=[CH:6][CH:5]=2)[N:10]([C:12]([O:14][C:15]([CH3:18])([CH3:17])[CH3:16])=[O:13])[CH2:11]1, predict the reactants needed to synthesize it. The reactants are: [CH3:1][C@H:2]1[CH2:11][NH:10][C:9]2[C:4](=[CH:5][CH:6]=[CH:7][CH:8]=2)[NH:3]1.[C:12](O[C:12]([O:14][C:15]([CH3:18])([CH3:17])[CH3:16])=[O:13])([O:14][C:15]([CH3:18])([CH3:17])[CH3:16])=[O:13]. (3) Given the product [CH2:1]([N:8]1[CH:12]=[C:11]([NH:13][C:14]([C:16]2[C:24]3[CH2:23][CH:22]([CH2:25][OH:26])[C:21]([CH3:28])([CH3:27])[CH2:20][C:19]=3[N:18]([CH2:29][O:30][CH2:31][CH2:32][Si:33]([CH3:35])([CH3:34])[CH3:36])[N:17]=2)=[O:15])[CH:10]=[N:9]1)[C:2]1[CH:3]=[CH:4][CH:5]=[CH:6][CH:7]=1, predict the reactants needed to synthesize it. The reactants are: [CH2:1]([N:8]1[CH:12]=[C:11]([NH:13][C:14]([C:16]2[C:24]3[CH2:23][CH:22]([CH:25]=[O:26])[C:21]([CH3:28])([CH3:27])[CH2:20][C:19]=3[N:18]([CH2:29][O:30][CH2:31][CH2:32][Si:33]([CH3:36])([CH3:35])[CH3:34])[N:17]=2)=[O:15])[CH:10]=[N:9]1)[C:2]1[CH:7]=[CH:6][CH:5]=[CH:4][CH:3]=1.[BH4-].[Na+]. (4) Given the product [C:29]([CH2:28][N:12]([C:11]1[N:7]([C:1]2[CH:2]=[CH:3][CH:4]=[CH:5][CH:6]=2)[N:8]=[CH:9][CH:10]=1)[C:13](=[O:19])[O:14][C:15]([CH3:16])([CH3:18])[CH3:17])#[N:30], predict the reactants needed to synthesize it. The reactants are: [C:1]1([N:7]2[C:11]([NH:12][C:13](=[O:19])[O:14][C:15]([CH3:18])([CH3:17])[CH3:16])=[CH:10][CH:9]=[N:8]2)[CH:6]=[CH:5][CH:4]=[CH:3][CH:2]=1.[H-].[Na+].C1COCC1.Br[CH2:28][C:29]#[N:30]. (5) The reactants are: [OH:1][C:2]1[CH:3]=[C:4]([CH:9]=[C:10]([OH:12])[CH:11]=1)[C:5]([O:7][CH3:8])=[O:6].C([O-])([O-])=O.[K+].[K+].I[CH:20]([CH3:22])[CH3:21]. Given the product [CH3:8][O:7][C:5](=[O:6])[C:4]1[CH:3]=[C:2]([O:1][CH:20]([CH3:22])[CH3:21])[CH:11]=[C:10]([OH:12])[CH:9]=1, predict the reactants needed to synthesize it. (6) Given the product [C:24]([C:7]1[CH:8]=[CH:9][C:10]([F:18])=[C:11]([CH:12]=1)[CH:13]=[O:17])(=[O:20])[C:23]1[CH:3]=[CH:2][CH:1]=[CH:21][CH:22]=1, predict the reactants needed to synthesize it. The reactants are: [CH2:1]([Li])[CH2:2][CH2:3]C.Br[C:7]1[CH:8]=[CH:9][C:10]([F:18])=[C:11]([CH:13]2[O:17]CCO2)[CH:12]=1.Cl.[O:20]1[CH2:24][CH2:23][CH2:22][CH2:21]1. (7) Given the product [F:22][CH2:21][C:17]1[N:16]=[C:15]([C:14]#[C:13][CH2:12][CH2:11][C:9]2[N:10]=[C:3]3[C:2]([C:23]4[CH:28]=[CH:27][CH:26]=[CH:25][CH:24]=4)=[CH:7][CH:6]=[CH:5][N:4]3[CH:8]=2)[CH:20]=[CH:19][CH:18]=1, predict the reactants needed to synthesize it. The reactants are: Br[C:2]1[C:3]2[N:4]([CH:8]=[C:9]([CH2:11][CH2:12][C:13]#[C:14][C:15]3[CH:20]=[CH:19][CH:18]=[C:17]([CH2:21][F:22])[N:16]=3)[N:10]=2)[CH:5]=[CH:6][CH:7]=1.[C:23]1(B(O)O)[CH:28]=[CH:27][CH:26]=[CH:25][CH:24]=1.[O-]P([O-])([O-])=O.[K+].[K+].[K+].